Regression. Given two drug SMILES strings and cell line genomic features, predict the synergy score measuring deviation from expected non-interaction effect. From a dataset of NCI-60 drug combinations with 297,098 pairs across 59 cell lines. (1) Drug 1: C1=CC(=C2C(=C1NCCNCCO)C(=O)C3=C(C=CC(=C3C2=O)O)O)NCCNCCO. Drug 2: C1C(C(OC1N2C=NC3=C(N=C(N=C32)Cl)N)CO)O. Cell line: SK-OV-3. Synergy scores: CSS=44.2, Synergy_ZIP=-2.40, Synergy_Bliss=-3.63, Synergy_Loewe=-16.7, Synergy_HSA=-3.75. (2) Drug 1: C1=NC2=C(N=C(N=C2N1C3C(C(C(O3)CO)O)O)F)N. Drug 2: CC1=C(C(=O)C2=C(C1=O)N3CC4C(C3(C2COC(=O)N)OC)N4)N. Cell line: SF-268. Synergy scores: CSS=28.7, Synergy_ZIP=-8.31, Synergy_Bliss=-2.44, Synergy_Loewe=-43.9, Synergy_HSA=-3.62. (3) Synergy scores: CSS=50.3, Synergy_ZIP=-0.0760, Synergy_Bliss=-0.271, Synergy_Loewe=4.91, Synergy_HSA=8.28. Cell line: HT29. Drug 2: CN1C=C(C=N1)C2=C3N=C(C(=C(N3N=C2)N)Br)C4CCCNC4. Drug 1: C1CCC(C(C1)[NH-])[NH-].C(=O)(C(=O)[O-])[O-].[Pt+4]. (4) Drug 1: C1CCC(CC1)NC(=O)N(CCCl)N=O. Drug 2: CC1=C(C(=CC=C1)Cl)NC(=O)C2=CN=C(S2)NC3=CC(=NC(=N3)C)N4CCN(CC4)CCO. Cell line: SK-OV-3. Synergy scores: CSS=23.8, Synergy_ZIP=1.01, Synergy_Bliss=4.74, Synergy_Loewe=-7.78, Synergy_HSA=6.66.